Dataset: Full USPTO retrosynthesis dataset with 1.9M reactions from patents (1976-2016). Task: Predict the reactants needed to synthesize the given product. (1) Given the product [CH3:1][C:2]1[N:6]2[C:7]3[CH:13]=[CH:12][N:11]([Si:29]([CH:33]([CH3:35])[CH3:34])([CH:30]([CH3:32])[CH3:31])[CH:27]([CH3:28])[CH3:26])[C:8]=3[N:9]=[CH:10][C:5]2=[C:4]([C:14]2[CH:19]=[CH:18][C:17]([C:20]([OH:23])([CH3:21])[CH3:22])=[CH:16][CH:15]=2)[N:3]=1, predict the reactants needed to synthesize it. The reactants are: [CH3:1][C:2]1[N:6]2[C:7]3[CH:13]=[CH:12][NH:11][C:8]=3[N:9]=[CH:10][C:5]2=[C:4]([C:14]2[CH:19]=[CH:18][C:17]([C:20]([OH:23])([CH3:22])[CH3:21])=[CH:16][CH:15]=2)[N:3]=1.[H-].[Na+].[CH3:26][CH:27]([Si:29](Cl)([CH:33]([CH3:35])[CH3:34])[CH:30]([CH3:32])[CH3:31])[CH3:28]. (2) Given the product [N:2]1[NH:5][CH2:7][CH:8]2[C:9]=1[CH2:10][CH2:11][CH2:12][CH2:13]2, predict the reactants needed to synthesize it. The reactants are: O.[NH2:2]N.C[N:5]([CH2:7][CH:8]1[CH2:13][CH2:12][CH2:11][CH2:10][C:9]1=O)C. (3) Given the product [C:1]([C:5]1[CH:9]=[C:8]([CH2:10][NH:11][C:12]([NH:14][C:15]2[CH:16]=[N:17][C:18]([CH2:21][CH2:22][OH:23])=[CH:19][CH:20]=2)=[O:13])[N:7]([C:31]2[CH:36]=[CH:35][CH:34]=[C:33]([O:37][CH3:38])[CH:32]=2)[N:6]=1)([CH3:4])([CH3:2])[CH3:3], predict the reactants needed to synthesize it. The reactants are: [C:1]([C:5]1[CH:9]=[C:8]([CH2:10][NH:11][C:12]([NH:14][C:15]2[CH:16]=[N:17][C:18]([CH2:21][CH2:22][O:23][Si](C(C)(C)C)(C)C)=[CH:19][CH:20]=2)=[O:13])[N:7]([C:31]2[CH:36]=[CH:35][CH:34]=[C:33]([O:37][CH3:38])[CH:32]=2)[N:6]=1)([CH3:4])([CH3:3])[CH3:2].Cl.C([O-])(O)=O.[Na+]. (4) Given the product [F:65][C:64]1[C:59]([NH:35][CH2:36][C@@H:37]2[C@H:42]([CH3:43])[CH2:41][CH2:40][CH2:39][N:38]2[C:44]([C:46]2[CH:51]=[C:50]([CH3:52])[CH:49]=[CH:48][C:47]=2[N:53]2[N:57]=[CH:56][CH:55]=[N:54]2)=[O:45])=[N:60][CH:61]=[C:62]([C:66]([F:68])([F:67])[F:69])[CH:63]=1, predict the reactants needed to synthesize it. The reactants are: C[C@@H]1CCCN(C(C2C=C(C)C=CC=2C2C=NN(C)C=2)=O)[C@@H]1CNC1C=CC(C(F)(F)F)=CN=1.[NH2:35][CH2:36][C@@H:37]1[C@H:42]([CH3:43])[CH2:41][CH2:40][CH2:39][N:38]1[C:44]([C:46]1[CH:51]=[C:50]([CH3:52])[CH:49]=[CH:48][C:47]=1[N:53]1[N:57]=[CH:56][CH:55]=[N:54]1)=[O:45].Br[C:59]1[C:64]([F:65])=[CH:63][C:62]([C:66]([F:69])([F:68])[F:67])=[CH:61][N:60]=1. (5) Given the product [CH3:9][NH:10][C:11]1[C:20]2[C:15](=[CH:16][CH:17]=[C:18]([C:21]3[CH:22]=[C:23]([CH:24]=[CH:25][CH:26]=3)[O:27][CH2:2][CH:3]3[O:7][C:6](=[O:8])[NH:5][CH2:4]3)[CH:19]=2)[N:14]=[C:13]([C:28]2[CH:29]=[N:30][CH:31]=[CH:32][CH:33]=2)[N:12]=1, predict the reactants needed to synthesize it. The reactants are: Cl[CH2:2][CH:3]1[O:7][C:6](=[O:8])[NH:5][CH2:4]1.[CH3:9][NH:10][C:11]1[C:20]2[C:15](=[CH:16][CH:17]=[C:18]([C:21]3[CH:22]=[C:23]([OH:27])[CH:24]=[CH:25][CH:26]=3)[CH:19]=2)[N:14]=[C:13]([C:28]2[CH:29]=[N:30][CH:31]=[CH:32][CH:33]=2)[N:12]=1.CCN(P1(N(C)CCCN1C)=NC(C)(C)C)CC.